Dataset: Reaction yield outcomes from USPTO patents with 853,638 reactions. Task: Predict the reaction yield, written as a fraction of the theoretical maximum amount of product (1.0 means a 100% yield; for example, 0.34 means a 34% yield). (1) No catalyst specified. The reactants are CO[N:3]1[CH:8]=[CH:7][CH:6]=[C:5]([S:9]([C:12]2[NH:13][C:14]3[C:19]([CH:20]=2)=[CH:18][CH:17]=[CH:16][CH:15]=3)(=[O:11])=[O:10])[NH:4]1.Cl.[O:22]1CCOCC1. The yield is 0.370. The product is [NH:13]1[C:14]2[C:19](=[CH:18][CH:17]=[CH:16][CH:15]=2)[CH:20]=[C:12]1[S:9]([C:5]1[CH:6]=[CH:7][C:8](=[O:22])[NH:3][N:4]=1)(=[O:11])=[O:10]. (2) The reactants are [C:1]([N:4]([C:35]1[CH:40]=[CH:39][C:38]([Cl:41])=[CH:37][CH:36]=1)[C@H:5]1[C:14]2[C:9](=[CH:10][CH:11]=[CH:12][CH:13]=2)[N:8]([C:15]([C:17]2[CH:22]=[CH:21][C:20]([CH2:23][CH2:24][CH2:25][C:26]([CH3:32])([CH3:31])[C:27]([O:29]C)=[O:28])=[C:19]([F:33])[CH:18]=2)=[O:16])[C@@H:7]([CH3:34])[CH2:6]1)(=[O:3])[CH3:2].[OH-].[Na+]. The catalyst is CO.O1CCCC1.O. The product is [C:1]([N:4]([C:35]1[CH:36]=[CH:37][C:38]([Cl:41])=[CH:39][CH:40]=1)[C@H:5]1[C:14]2[C:9](=[CH:10][CH:11]=[CH:12][CH:13]=2)[N:8]([C:15]([C:17]2[CH:22]=[CH:21][C:20]([CH2:23][CH2:24][CH2:25][C:26]([CH3:32])([CH3:31])[C:27]([OH:29])=[O:28])=[C:19]([F:33])[CH:18]=2)=[O:16])[C@@H:7]([CH3:34])[CH2:6]1)(=[O:3])[CH3:2]. The yield is 0.840. (3) The reactants are Br[C:2]1[CH:7]=[CH:6][C:5]([CH2:8][O:9][C:10]2[CH:11]=[C:12]([CH2:16][CH2:17][C:18]([O:20][CH3:21])=[O:19])[CH:13]=[CH:14][CH:15]=2)=[CH:4][C:3]=1[CH3:22].[F-].[Cs+].[CH3:25][O:26][C:27]1[CH:28]=[C:29](B(O)O)[CH:30]=[CH:31][CH:32]=1. The catalyst is C1C=CC([P]([Pd]([P](C2C=CC=CC=2)(C2C=CC=CC=2)C2C=CC=CC=2)([P](C2C=CC=CC=2)(C2C=CC=CC=2)C2C=CC=CC=2)[P](C2C=CC=CC=2)(C2C=CC=CC=2)C2C=CC=CC=2)(C2C=CC=CC=2)C2C=CC=CC=2)=CC=1.COCCOC. The product is [CH3:22][C:3]1[CH:4]=[C:5]([CH2:8][O:9][C:10]2[CH:11]=[C:12]([CH2:16][CH2:17][C:18]([O:20][CH3:21])=[O:19])[CH:13]=[CH:14][CH:15]=2)[CH:6]=[CH:7][C:2]=1[C:31]1[CH:30]=[CH:29][CH:28]=[C:27]([O:26][CH3:25])[CH:32]=1. The yield is 0.829. (4) The reactants are C([O:5][C:6]1[N:18]=[C:17]([C:19]2[CH:20]=[C:21]3[C:25](=[CH:26][CH:27]=2)[N:24]([CH3:28])[CH:23]=[CH:22]3)[C:16]([Cl:29])=[C:15]([O:30]C(C)(C)C)[C:7]=1[C:8]([O:10]C(C)(C)C)=[O:9])(C)(C)C.Cl.O1CCOCC1. The product is [Cl:29][C:16]1[C:15]([OH:30])=[C:7]([C:8]([OH:10])=[O:9])[C:6](=[O:5])[NH:18][C:17]=1[C:19]1[CH:20]=[C:21]2[C:25](=[CH:26][CH:27]=1)[N:24]([CH3:28])[CH:23]=[CH:22]2. No catalyst specified. The yield is 0.680. (5) The reactants are Br[C@@H:2]1[C@@H:7]([OH:8])[C:6]([CH3:10])([CH3:9])[CH2:5][CH2:4][C@H:3]1[N:11]1[C:19](=[O:20])[C:18]2[C:13](=[CH:14][CH:15]=[CH:16][CH:17]=2)[C:12]1=[O:21].Br[C@H]1[C@H](O)C(C)(C)CC[C@@H]1N1C(=O)C2C(=CC=CC=2)C1=O.Br[C@@H]1C(C)(C)CC[C@@H](N2C(=O)C3C(=CC=CC=3)C2=O)[C@H]1O.Br[C@H]1C(C)(C)CC[C@H](N2C(=O)C3C(=CC=CC=3)C2=O)[C@@H]1O.C([SnH](CCCC)CCCC)CCC.N(C(C)(C)C#N)=NC(C)(C)C#N.O[C@H]1C(C)(C)CC[C@@H](N2C(=O)C3C(=CC=CC=3)C2=O)C1. The catalyst is C1(C)C=CC=CC=1.CO. The product is [OH:8][C@@H:7]1[C:6]([CH3:10])([CH3:9])[CH2:5][CH2:4][C@H:3]([N:11]2[C:12](=[O:21])[C:13]3[C:18](=[CH:17][CH:16]=[CH:15][CH:14]=3)[C:19]2=[O:20])[CH2:2]1. The yield is 0.203. (6) The reactants are CN(C)/[CH:3]=[CH:4]/[C:5](=[C:19]([C:22]#[N:23])[C:20]#[N:21])[C:6]1[CH:15]=[CH:14][C:13]2[C:8](=[CH:9][CH:10]=[C:11]([N:16]([CH3:18])[CH3:17])[CH:12]=2)[CH:7]=1.[CH2:25]([O:27][CH:28]([O:31][CH2:32][CH3:33])[CH2:29][NH2:30])[CH3:26]. The catalyst is CO. The product is [CH2:25]([O:27][CH:28]([O:31][CH2:32][CH3:33])[CH2:29][NH:30]/[CH:3]=[CH:4]\[C:5](=[C:19]([C:20]#[N:21])[C:22]#[N:23])[C:6]1[CH:15]=[CH:14][C:13]2[C:8](=[CH:9][CH:10]=[C:11]([N:16]([CH3:17])[CH3:18])[CH:12]=2)[CH:7]=1)[CH3:26]. The yield is 0.870.